Dataset: Forward reaction prediction with 1.9M reactions from USPTO patents (1976-2016). Task: Predict the product of the given reaction. (1) Given the reactants [CH3:1][C:2]1[CH:9]=[CH:8][C:5]([C:6]#[N:7])=[CH:4][CH:3]=1.[Br:10]N1C(=O)CCC1=O.CC(N=NC(C#N)(C)C)(C#N)C, predict the reaction product. The product is: [Br:10][CH2:1][C:2]1[CH:9]=[CH:8][C:5]([C:6]#[N:7])=[CH:4][CH:3]=1. (2) Given the reactants [F:1][C:2]1[CH:3]=[N:4][C:5]([N:8]2[CH2:16][CH:15]3[C:10]([C:18]4[CH:23]=[CH:22][N:21]=[CH:20][CH:19]=4)([N:11]=[C:12]([NH2:17])[S:13][CH2:14]3)[CH2:9]2)=[N:6][CH:7]=1.C(O)C, predict the reaction product. The product is: [F:1][C:2]1[CH:7]=[N:6][C:5]([N:8]2[CH2:16][C@@H:15]3[C@@:10]([C:18]4[CH:23]=[CH:22][N:21]=[CH:20][CH:19]=4)([N:11]=[C:12]([NH2:17])[S:13][CH2:14]3)[CH2:9]2)=[N:4][CH:3]=1. (3) Given the reactants [CH3:1][C:2]1[C:7]([C:8]([O:10][CH2:11][CH3:12])=[O:9])=[CH:6][N:5]=[C:4]([S:13][CH3:14])[N:3]=1.CO[CH:17](OC)[N:18]([CH3:20])[CH3:19], predict the reaction product. The product is: [CH3:17][N:18]([CH3:20])/[CH:19]=[CH:1]/[C:2]1[C:7]([C:8]([O:10][CH2:11][CH3:12])=[O:9])=[CH:6][N:5]=[C:4]([S:13][CH3:14])[N:3]=1. (4) The product is: [Br:9][C:10]1[CH:17]=[CH:16][C:13]([CH2:14][N:3]2[CH2:4][C@@H:5]3[CH2:8][C@H:2]2[CH2:7][O:6]3)=[CH:12][CH:11]=1. Given the reactants Cl.[C@H:2]12[CH2:8][C@H:5]([O:6][CH2:7]1)[CH2:4][NH:3]2.[Br:9][C:10]1[CH:17]=[CH:16][C:13]([CH2:14]Br)=[CH:12][CH:11]=1.C(N(CC)CC)C, predict the reaction product. (5) Given the reactants [N:1]1([C:7](=[S:9])[NH2:8])[CH2:6][CH2:5][CH2:4][CH2:3][CH2:2]1.[Cl:10][CH2:11][C:12](=O)[CH2:13]Cl.C(=O)([O-])O.[Na+], predict the reaction product. The product is: [Cl:10][CH2:11][C:12]1[N:8]=[C:7]([N:1]2[CH2:6][CH2:5][CH2:4][CH2:3][CH2:2]2)[S:9][CH:13]=1. (6) Given the reactants [F:1][C:2]1[CH:7]=[CH:6][C:5]([NH:8][C:9]2[C:14]([C:15]([N:17]3[CH2:22][CH2:21][CH:20]([C:23]4[CH:28]=[CH:27][C:26]([F:29])=[CH:25][CH:24]=4)[CH2:19][CH2:18]3)=[O:16])=[CH:13][N:12]=[C:11]([S:30]([NH2:33])(=[O:32])=[O:31])[CH:10]=2)=[C:4]([CH3:34])[CH:3]=1.[CH2:35]([N:37]=[C:38]=[O:39])[CH3:36], predict the reaction product. The product is: [CH2:35]([NH:37][C:38]([NH:33][S:30]([C:11]1[CH:10]=[C:9]([NH:8][C:5]2[CH:6]=[CH:7][C:2]([F:1])=[CH:3][C:4]=2[CH3:34])[C:14]([C:15]([N:17]2[CH2:18][CH2:19][CH:20]([C:23]3[CH:28]=[CH:27][C:26]([F:29])=[CH:25][CH:24]=3)[CH2:21][CH2:22]2)=[O:16])=[CH:13][N:12]=1)(=[O:31])=[O:32])=[O:39])[CH3:36]. (7) Given the reactants [Br:1][C:2]1[CH:3]=[CH:4][C:5]([O:10][C:11]2[CH:16]=[CH:15][C:14]([CH2:17][CH2:18][CH2:19][OH:20])=[CH:13][CH:12]=2)=[C:6]([CH:9]=1)[CH:7]=[O:8].[C:21]([Si:25]([CH3:28])([CH3:27])Cl)([CH3:24])([CH3:23])[CH3:22].N1C=CN=C1, predict the reaction product. The product is: [Br:1][C:2]1[CH:3]=[CH:4][C:5]([O:10][C:11]2[CH:16]=[CH:15][C:14]([CH2:17][CH2:18][CH2:19][O:20][Si:25]([C:21]([CH3:24])([CH3:23])[CH3:22])([CH3:28])[CH3:27])=[CH:13][CH:12]=2)=[C:6]([CH:9]=1)[CH:7]=[O:8].